From a dataset of Forward reaction prediction with 1.9M reactions from USPTO patents (1976-2016). Predict the product of the given reaction. (1) The product is: [CH2:12]([O:11][C:9]([CH:8]1[CH2:7][CH2:6][N:5]([CH:2]2[CH2:1][CH2:15][N:5]([C:30]([O:28][CH2:26][CH3:27])=[O:33])[CH2:6][CH2:7]2)[CH2:15][CH2:14]1)=[O:10])[CH3:13]. Given the reactants [C:1](O)(=O)[CH3:2].[NH:5]1[CH2:15][CH2:14][CH:8]([C:9]([O:11][CH2:12][CH3:13])=[O:10])[CH2:7][CH2:6]1.C(O[BH-](O[C:26](=[O:28])[CH3:27])OC(=O)C)(=O)C.[Na+].[C:30](=[O:33])(O)[O-].[Na+], predict the reaction product. (2) Given the reactants CC(C)([O-])C.[K+].[N+:7](CS(C1C=CC(C)=CC=1)(=O)=O)#[C-:8].[Br:20][C:21]1[C:26]([CH:27]=O)=[CH:25][CH:24]=[CH:23][N:22]=1.CO, predict the reaction product. The product is: [Br:20][C:21]1[C:26]([CH2:27][C:8]#[N:7])=[CH:25][CH:24]=[CH:23][N:22]=1.